Regression. Given a peptide amino acid sequence and an MHC pseudo amino acid sequence, predict their binding affinity value. This is MHC class II binding data. From a dataset of Peptide-MHC class II binding affinity with 134,281 pairs from IEDB. (1) The peptide sequence is KVSFEPIPIHYCAPAGFA. The MHC is DRB1_1001 with pseudo-sequence DRB1_1001. The binding affinity (normalized) is 0.598. (2) The peptide sequence is KQAYAATVATAPEVK. The MHC is DRB1_0101 with pseudo-sequence DRB1_0101. The binding affinity (normalized) is 0.632. (3) The peptide sequence is AQGKAFYEAVAKAHQ. The MHC is HLA-DPA10301-DPB10402 with pseudo-sequence HLA-DPA10301-DPB10402. The binding affinity (normalized) is 0.397. (4) The peptide sequence is YDKFLANVHTVLTGK. The MHC is DRB1_1602 with pseudo-sequence DRB1_1602. The binding affinity (normalized) is 0.598. (5) The MHC is HLA-DPA10201-DPB10501 with pseudo-sequence HLA-DPA10201-DPB10501. The binding affinity (normalized) is 0.614. The peptide sequence is KASNPNYLAILVKYV. (6) The peptide sequence is MKDLDEPGHLAPTGM. The MHC is DRB1_1302 with pseudo-sequence DRB1_1302. The binding affinity (normalized) is 0.154. (7) The peptide sequence is TPGLPGVKGHRGYPGL. The MHC is HLA-DQA10302-DQB10401 with pseudo-sequence HLA-DQA10303-DQB10402. The binding affinity (normalized) is 0. (8) The peptide sequence is VDAAFKVAATAANAAPANDK. The MHC is DRB3_0202 with pseudo-sequence DRB3_0202. The binding affinity (normalized) is 0.883. (9) The peptide sequence is HYKGSSFHRVIPGFM. The MHC is DRB3_0202 with pseudo-sequence DRB3_0202. The binding affinity (normalized) is 0.248. (10) The peptide sequence is NVTSIHSLLDEGKQS. The MHC is DRB1_0401 with pseudo-sequence DRB1_0401. The binding affinity (normalized) is 0.257.